From a dataset of Peptide-MHC class II binding affinity with 134,281 pairs from IEDB. Regression. Given a peptide amino acid sequence and an MHC pseudo amino acid sequence, predict their binding affinity value. This is MHC class II binding data. (1) The peptide sequence is GKLYSILKIQSPLFT. The MHC is DRB1_1201 with pseudo-sequence DRB1_1201. The binding affinity (normalized) is 0.605. (2) The peptide sequence is IKHIYAISSAALSAS. The MHC is HLA-DPA10103-DPB10401 with pseudo-sequence HLA-DPA10103-DPB10401. The binding affinity (normalized) is 0.332. (3) The peptide sequence is QLIQLINVDEVNQI. The MHC is DRB1_0301 with pseudo-sequence DRB1_0301. The binding affinity (normalized) is 0.178. (4) The binding affinity (normalized) is 0.130. The MHC is H-2-IAb with pseudo-sequence H-2-IAb. The peptide sequence is MFISDTPGERNPYEN.